From a dataset of Catalyst prediction with 721,799 reactions and 888 catalyst types from USPTO. Predict which catalyst facilitates the given reaction. (1) Reactant: [NH2:1][C:2]1[CH:7]=[CH:6][C:5]([N:8]2[C:12]([CH2:13][CH2:14][CH3:15])=[C:11]([C:16]([NH:18][CH:19]3[CH2:21][CH2:20]3)=[O:17])[N:10]=[N:9]2)=[CH:4][CH:3]=1.[C:22]1(=[O:28])[O:27][C:25](=[O:26])[CH2:24][CH2:23]1.C(OCC)C. Product: [CH:19]1([NH:18][C:16]([C:11]2[N:10]=[N:9][N:8]([C:5]3[CH:6]=[CH:7][C:2]([NH:1][C:22](=[O:28])[CH2:23][CH2:24][C:25]([OH:27])=[O:26])=[CH:3][CH:4]=3)[C:12]=2[CH2:13][CH2:14][CH3:15])=[O:17])[CH2:20][CH2:21]1. The catalyst class is: 22. (2) Reactant: C([O:8][C:9]1[CH:14]=[CH:13][C:12]([N:15]2[C:19]3=[N:20][CH:21]=[CH:22][C:23]([CH3:24])=[C:18]3[N:17]([CH2:25][CH3:26])[C:16]2=[O:27])=[CH:11][CH:10]=1)C1C=CC=CC=1. Product: [CH2:25]([N:17]1[C:18]2[C:19](=[N:20][CH:21]=[CH:22][C:23]=2[CH3:24])[N:15]([C:12]2[CH:13]=[CH:14][C:9]([OH:8])=[CH:10][CH:11]=2)[C:16]1=[O:27])[CH3:26]. The catalyst class is: 29. (3) Reactant: [F:1][C:2]1[CH:7]=[CH:6][C:5]([C:8]2[C:20]([CH:21]=[O:22])=[C:19]([CH:23]([CH3:25])[CH3:24])[CH:18]=[C:17]3[C:9]=2[C:10](=[O:26])[CH2:11][C:12]2([O:16]3)[CH2:15][CH2:14][CH2:13]2)=[CH:4][CH:3]=1.[F:27][C:28]([F:38])([F:37])[C:29]1[CH:34]=[CH:33][C:32]([Mg]Br)=[CH:31][CH:30]=1.C(=O)(O)[O-].[Na+]. Product: [F:1][C:2]1[CH:7]=[CH:6][C:5]([C:8]2[C:20]([CH:21]([OH:22])[C:32]3[CH:33]=[CH:34][C:29]([C:28]([F:38])([F:37])[F:27])=[CH:30][CH:31]=3)=[C:19]([CH:23]([CH3:24])[CH3:25])[CH:18]=[C:17]3[C:9]=2[C:10](=[O:26])[CH2:11][C:12]2([O:16]3)[CH2:15][CH2:14][CH2:13]2)=[CH:4][CH:3]=1. The catalyst class is: 30. (4) Reactant: [F:1][C:2]1([F:13])[CH2:7][CH2:6][CH:5]([C:8](OCC)=[O:9])[CH2:4][CH2:3]1.Cl.[CH3:15][NH:16][O:17][CH3:18].C([Mg]Br)CC.[Cl-].[NH4+]. Product: [F:13][C:2]1([F:1])[CH2:3][CH2:4][CH:5]([C:8]([N:16]([O:17][CH3:18])[CH3:15])=[O:9])[CH2:6][CH2:7]1. The catalyst class is: 7. (5) Reactant: [CH3:1][CH:2]([CH3:21])[C:3](=[O:20])[CH:4]([NH:10][C:11](=O)[C:12]1[CH:17]=[CH:16][C:15]([CH3:18])=[CH:14][CH:13]=1)[C:5]([O:7][CH2:8][CH3:9])=[O:6]. Product: [CH:2]([C:3]1[O:20][C:11]([C:12]2[CH:17]=[CH:16][C:15]([CH3:18])=[CH:14][CH:13]=2)=[N:10][C:4]=1[C:5]([O:7][CH2:8][CH3:9])=[O:6])([CH3:21])[CH3:1]. The catalyst class is: 286. (6) Reactant: C(OC([N:8]([C:24]1[CH:29]=[CH:28][CH:27]=[C:26]([N+:30]([O-:32])=[O:31])[CH:25]=1)[C:9]1[CH:14]=[CH:13][N:12]=[C:11]([C:15]2[NH:19][CH:18]=[C:17]([C:20]([O:22][CH3:23])=[O:21])[CH:16]=2)[CH:10]=1)=O)(C)(C)C. Product: [N+:30]([C:26]1[CH:25]=[C:24]([NH:8][C:9]2[CH:14]=[CH:13][N:12]=[C:11]([C:15]3[NH:19][CH:18]=[C:17]([C:20]([O:22][CH3:23])=[O:21])[CH:16]=3)[CH:10]=2)[CH:29]=[CH:28][CH:27]=1)([O-:32])=[O:31]. The catalyst class is: 11. (7) Reactant: [CH3:1][O:2][C:3](=[O:15])[CH2:4][O:5][C:6]1[CH:11]=[C:10]([CH3:12])[C:9]([SH:13])=[CH:8][C:7]=1[CH3:14].Cl[CH2:17][C:18]1[S:22][C:21]([C:23]2[CH:28]=[CH:27][C:26]([C:29]([F:32])([F:31])[F:30])=[CH:25][CH:24]=2)=[N:20][C:19]=1[CH3:33].C(=O)([O-])[O-].[Cs+].[Cs+]. Product: [CH3:1][O:2][C:3](=[O:15])[CH2:4][O:5][C:6]1[CH:11]=[C:10]([CH3:12])[C:9]([S:13][CH2:17][C:18]2[S:22][C:21]([C:23]3[CH:24]=[CH:25][C:26]([C:29]([F:32])([F:30])[F:31])=[CH:27][CH:28]=3)=[N:20][C:19]=2[CH3:33])=[CH:8][C:7]=1[CH3:14]. The catalyst class is: 10.